Binary Classification. Given a drug SMILES string, predict its activity (active/inactive) in a high-throughput screening assay against a specified biological target. From a dataset of Cav3 T-type calcium channel HTS with 100,875 compounds. (1) The drug is s1c(c2nc(N3CCN(CC3)C(OCC)=O)nc(c2)C(F)(F)F)ccc1. The result is 0 (inactive). (2) The compound is Brc1cc(C(=O)NC(CN2C(CN3C(C(C)C)CN=C23)Cc2ccc(OC)cc2)C)ccc1C. The result is 0 (inactive). (3) The compound is O=C(Nc1[nH]c2CCCCc2c(=O)n1)C1CC1. The result is 0 (inactive). (4) The molecule is S(=O)(=O)(N1CCN(CC1)C(=O)c1sc2n(nc(c2c1)C)c1ccccc1)c1ccc(cc1)C. The result is 0 (inactive). (5) The molecule is s1c(c2nc3n(nc(c3)C(=O)Nc3cn(nc3)Cc3ccc(cc3)C)c(c2)C(F)(F)F)ccc1CC. The result is 0 (inactive). (6) The result is 0 (inactive). The molecule is O=C(NCCC(C)C)Cc1c([N+]([O-])=O)cccc1. (7) The molecule is S(=O)(=O)(N1CCOCC1)c1ccc(cc1)CCC(OCC(=O)/C(=c1\[nH]c2c([nH]1)cccc2)C#N)=O. The result is 0 (inactive).